From a dataset of Forward reaction prediction with 1.9M reactions from USPTO patents (1976-2016). Predict the product of the given reaction. (1) Given the reactants C(N(CC)CC)C.[N+:8]([C:11]1[CH:12]=[C:13]([S:17](Cl)(=[O:19])=[O:18])[CH:14]=[CH:15][CH:16]=1)([O-:10])=[O:9].Cl.[NH:22]1[CH2:26][CH2:25][CH2:24][C@@H:23]1[C:27]([O:29][CH3:30])=[O:28], predict the reaction product. The product is: [N+:8]([C:11]1[CH:12]=[C:13]([S:17]([N:22]2[CH2:26][CH2:25][CH2:24][C@@H:23]2[C:27]([O:29][CH3:30])=[O:28])(=[O:19])=[O:18])[CH:14]=[CH:15][CH:16]=1)([O-:10])=[O:9]. (2) Given the reactants [BH4-].[Na+].[C:3]([C:6]1[CH:7]=[C:8]2[C:12](=[CH:13][CH:14]=1)[NH:11][C:10]([CH2:15][C:16]([NH2:18])=[O:17])=[C:9]2[S:19]([C:22]1[CH:27]=[C:26]([CH3:28])[CH:25]=[C:24]([CH3:29])[CH:23]=1)(=[O:21])=[O:20])(=[O:5])[CH3:4].O, predict the reaction product. The product is: [OH:5][CH:3]([C:6]1[CH:7]=[C:8]2[C:12](=[CH:13][CH:14]=1)[NH:11][C:10]([CH2:15][C:16]([NH2:18])=[O:17])=[C:9]2[S:19]([C:22]1[CH:27]=[C:26]([CH3:28])[CH:25]=[C:24]([CH3:29])[CH:23]=1)(=[O:21])=[O:20])[CH3:4]. (3) Given the reactants [NH:1]1[CH2:6][CH2:5][O:4][CH2:3][CH2:2]1.[F:7][C:8]1[CH:13]=[CH:12][C:11]([C:14]#[C:15][C:16]2[N:20]3[CH:21]=[CH:22][CH:23]=[CH:24][C:19]3=[N:18][C:17]=2[CH2:25][O:26][CH2:27][C:28](Cl)=[O:29])=[CH:10][CH:9]=1.O, predict the reaction product. The product is: [F:7][C:8]1[CH:13]=[CH:12][C:11]([C:14]#[C:15][C:16]2[N:20]3[CH:21]=[CH:22][CH:23]=[CH:24][C:19]3=[N:18][C:17]=2[CH2:25][O:26][CH2:27][C:28]([N:1]2[CH2:6][CH2:5][O:4][CH2:3][CH2:2]2)=[O:29])=[CH:10][CH:9]=1. (4) Given the reactants [OH:1][C:2]1[CH:3]=[C:4]([CH:8]=[CH:9][CH:10]=1)[C:5]([OH:7])=O.O=S(Cl)Cl.CC[N:17]([CH2:20][CH3:21])CC.[CH2:22]1COCC1, predict the reaction product. The product is: [OH:1][C:2]1[CH:3]=[C:4]([CH:8]=[CH:9][CH:10]=1)[C:5]([NH:17][CH2:20][CH2:21][CH3:22])=[O:7].